Predict the product of the given reaction. From a dataset of Forward reaction prediction with 1.9M reactions from USPTO patents (1976-2016). (1) Given the reactants Cl[S:2]([N:5]=[C:6]=[O:7])(=[O:4])=[O:3].[C:8]([OH:12])([CH3:11])([CH3:10])[CH3:9].[CH2:13]([O:20][C:21]1[CH:32]=[CH:31][CH:30]=[C:29]([F:33])[C:22]=1[NH:23][CH2:24][C:25]([O:27][CH3:28])=[O:26])[C:14]1[CH:19]=[CH:18][CH:17]=[CH:16][CH:15]=1.CCN(C(C)C)C(C)C, predict the reaction product. The product is: [CH3:28][O:27][C:25](=[O:26])[CH2:24][N:23]([S:2](=[O:4])(=[O:3])[NH:5][C:6]([O:12][C:8]([CH3:11])([CH3:10])[CH3:9])=[O:7])[C:22]1[C:29]([F:33])=[CH:30][CH:31]=[CH:32][C:21]=1[O:20][CH2:13][C:14]1[CH:19]=[CH:18][CH:17]=[CH:16][CH:15]=1. (2) Given the reactants [CH3:1][C:2]1([CH3:8])[CH2:7][CH2:6][NH:5][CH2:4][CH2:3]1.CCN(C(C)C)C(C)C.[Br:18][C:19]1[C:20](Cl)=[C:21]([C:27](=[O:33])[C:28]([O:30][CH2:31][CH3:32])=[O:29])[C:22]([CH3:26])=[N:23][C:24]=1[CH3:25], predict the reaction product. The product is: [Br:18][C:19]1[C:20]([N:5]2[CH2:6][CH2:7][C:2]([CH3:8])([CH3:1])[CH2:3][CH2:4]2)=[C:21]([C:27](=[O:33])[C:28]([O:30][CH2:31][CH3:32])=[O:29])[C:22]([CH3:26])=[N:23][C:24]=1[CH3:25].